From a dataset of Full USPTO retrosynthesis dataset with 1.9M reactions from patents (1976-2016). Predict the reactants needed to synthesize the given product. (1) Given the product [F:41][CH2:40][C@@:27]1([C:30]([O:32][CH2:33][C:34]2[CH:35]=[CH:36][CH:37]=[CH:38][CH:39]=2)=[O:31])[CH2:28][CH2:29][C:24]([C:11]2[C:12]([CH3:22])([CH3:23])[C@H:13]3[C@:8]([CH3:42])([CH2:9][CH:10]=2)[C@@H:7]2[C@:16]([CH3:21])([C@@:17]4([CH3:20])[C@H:4]([CH2:5][CH2:6]2)[C@H:3]2[C@H:43]([C:46]([CH3:48])=[CH2:47])[CH2:44][CH2:45][C@:2]2([NH:1][CH2:60][CH2:61][N:62]2[CH2:66][CH2:65][NH:64][C:63]2=[O:67])[CH2:19][CH2:18]4)[CH2:15][CH2:14]3)=[CH:25][CH2:26]1, predict the reactants needed to synthesize it. The reactants are: [NH2:1][C@:2]12[CH2:45][CH2:44][C@@H:43]([C:46]([CH3:48])=[CH2:47])[C@@H:3]1[C@@H:4]1[C@@:17]([CH3:20])([CH2:18][CH2:19]2)[C@@:16]2([CH3:21])[C@@H:7]([C@:8]3([CH3:42])[C@@H:13]([CH2:14][CH2:15]2)[C:12]([CH3:23])([CH3:22])[C:11]([C:24]2[CH2:29][CH2:28][C@@:27]([CH2:40][F:41])([C:30]([O:32][CH2:33][C:34]4[CH:39]=[CH:38][CH:37]=[CH:36][CH:35]=4)=[O:31])[CH2:26][CH:25]=2)=[CH:10][CH2:9]3)[CH2:6][CH2:5]1.CC1C=CC(S(O[CH2:60][CH2:61][N:62]2[CH2:66][CH2:65][NH:64][C:63]2=[O:67])(=O)=O)=CC=1.[O-]P([O-])([O-])=O.[K+].[K+].[K+].[I-].[K+]. (2) Given the product [F:17][C:4]1[C:5]2[CH2:10][O:9][CH:8]([CH2:11][NH:12][CH2:13][CH2:14][CH3:15])[O:7][C:6]=2[CH:16]=[C:2]([S:19]([CH3:18])(=[O:21])=[O:20])[CH:3]=1, predict the reactants needed to synthesize it. The reactants are: Br[C:2]1[CH:3]=[C:4]([F:17])[C:5]2[CH2:10][O:9][CH:8]([CH2:11][NH:12][CH2:13][CH2:14][CH3:15])[O:7][C:6]=2[CH:16]=1.[CH3:18][S:19]([O-:21])=[O:20].[Na+].N1CCC[C@H]1C(O)=O.C(=O)([O-])[O-].[K+].[K+]. (3) Given the product [CH2:5]([N:8]([S:31]([CH2:34][C:35]1[CH:36]=[CH:37][CH:38]=[CH:39][CH:40]=1)(=[O:33])=[O:32])[C:9]([CH:11]1[CH2:16][CH2:15][N:14]([C:17]2[C:18]([C:29]#[N:30])=[CH:19][C:20]([C:24]([O:26][CH2:27][CH3:28])=[O:25])=[C:21]([O:23][CH2:3][CH2:2][F:1])[N:22]=2)[CH2:13][CH2:12]1)=[O:10])[CH:6]=[CH2:7], predict the reactants needed to synthesize it. The reactants are: [F:1][CH2:2][CH2:3]I.[CH2:5]([N:8]([S:31]([CH2:34][C:35]1[CH:40]=[CH:39][CH:38]=[CH:37][CH:36]=1)(=[O:33])=[O:32])[C:9]([CH:11]1[CH2:16][CH2:15][N:14]([C:17]2[NH:22][C:21](=[O:23])[C:20]([C:24]([O:26][CH2:27][CH3:28])=[O:25])=[CH:19][C:18]=2[C:29]#[N:30])[CH2:13][CH2:12]1)=[O:10])[CH:6]=[CH2:7]. (4) The reactants are: [CH3:1][O:2][C:3]1[CH:4]=[C:5]([C:9]([C:11]2[C:19]3[C:14](=[N:15][CH:16]=[C:17](Br)[CH:18]=3)[N:13]([Si](C(C)C)(C(C)C)C(C)C)[CH:12]=2)=[O:10])[CH:6]=[CH:7][CH:8]=1.[NH2:31][C:32]1[CH:37]=[CH:36][CH:35]=[CH:34][CH:33]=1.CC(C)([O-])C.[Na+].C(P(C(C)(C)C)C(C)(C)C)(C)(C)C. Given the product [CH3:1][O:2][C:3]1[CH:4]=[C:5]([C:9]([C:11]2[C:19]3[C:14](=[N:15][CH:16]=[C:17]([NH:31][C:32]4[CH:37]=[CH:36][CH:35]=[CH:34][CH:33]=4)[CH:18]=3)[NH:13][CH:12]=2)=[O:10])[CH:6]=[CH:7][CH:8]=1, predict the reactants needed to synthesize it. (5) Given the product [ClH:30].[ClH:30].[CH2:1]([N:3]([CH2:14][CH2:15][NH:16][C:17]([C:19]1[CH:28]=[CH:27][C:26]2[C:21](=[C:22]([I:29])[CH:23]=[N:24][CH:25]=2)[N:20]=1)=[O:18])[CH2:4][CH2:5][O:6][C:7]1[C:8]([F:13])=[N:9][CH:10]=[CH:11][CH:12]=1)[CH3:2], predict the reactants needed to synthesize it. The reactants are: [CH2:1]([N:3]([CH2:14][CH2:15][NH:16][C:17]([C:19]1[CH:28]=[CH:27][C:26]2[C:21](=[C:22]([I:29])[CH:23]=[N:24][CH:25]=2)[N:20]=1)=[O:18])[CH2:4][CH2:5][O:6][C:7]1[C:8]([F:13])=[N:9][CH:10]=[CH:11][CH:12]=1)[CH3:2].[ClH:30].Cl.C(N(CCNC(C1C=NC2C(=CC=C(I)C=2)N=1)=O)CCOC1C(F)=NC=CC=1)C. (6) Given the product [F:11][C:12]1[CH:17]=[CH:16][C:15]([F:18])=[CH:14][C:13]=1[CH:19]1[CH2:23][CH2:22][CH2:21][N:20]1[C:24]1[CH:25]=[CH:26][C:27]2[N:28]([C:30]([C:33]3[CH:37]=[N:36][N:35]([CH2:3][CH2:4][N:5]4[CH2:10][CH2:9][O:8][CH2:7][CH2:6]4)[CH:34]=3)=[CH:31][N:32]=2)[N:29]=1, predict the reactants needed to synthesize it. The reactants are: Cl.Cl[CH2:3][CH2:4][N:5]1[CH2:10][CH2:9][O:8][CH2:7][CH2:6]1.[F:11][C:12]1[CH:17]=[CH:16][C:15]([F:18])=[CH:14][C:13]=1[CH:19]1[CH2:23][CH2:22][CH2:21][N:20]1[C:24]1[CH:25]=[CH:26][C:27]2[N:28]([C:30]([C:33]3[CH:34]=[N:35][NH:36][CH:37]=3)=[CH:31][N:32]=2)[N:29]=1.C(=O)([O-])[O-].[Cs+].[Cs+]. (7) Given the product [CH3:38][C:37]1[O:36][C:35]([C:39]2[CH:40]=[CH:41][CH:42]=[CH:43][CH:44]=2)=[N:34][C:33]=1[CH2:32][O:31][C:30]1[CH:45]=[CH:46][C:27]([CH2:26][N:17]2[C:16]3[CH:15]=[CH:14][CH:13]=[C:12]([O:11][CH2:8][CH:9]=[CH2:10])[C:24]=3[C:23]3[C:18]2=[CH:19][CH:20]=[CH:21][CH:22]=3)=[CH:28][C:29]=1[O:47][CH3:48], predict the reactants needed to synthesize it. The reactants are: [H-].[Na+].CN(C)C=O.[CH2:8]([O:11][C:12]1[C:24]2[C:23]3[C:18](=[CH:19][CH:20]=[CH:21][CH:22]=3)[NH:17][C:16]=2[CH:15]=[CH:14][CH:13]=1)[CH:9]=[CH2:10].Cl[CH2:26][C:27]1[CH:46]=[CH:45][C:30]([O:31][CH2:32][C:33]2[N:34]=[C:35]([C:39]3[CH:44]=[CH:43][CH:42]=[CH:41][CH:40]=3)[O:36][C:37]=2[CH3:38])=[C:29]([O:47][CH3:48])[CH:28]=1. (8) The reactants are: [F:1][C:2]1([F:28])[CH2:6][C@H:5](/[CH:7]=[CH:8]/[C:9](=[O:16])[CH:10]([CH3:15])[CH2:11][C:12]#[C:13][CH3:14])[N:4]([CH2:17][CH2:18][CH2:19][CH2:20][CH2:21][CH2:22][C:23]([O:25][CH3:26])=[O:24])[C:3]1=[O:27].O.O.O.O.O.O.O.[Cl-].[Ce+3].[Cl-].[Cl-].[BH4-].[Na+]. Given the product [F:28][C:2]1([F:1])[CH2:6][C@H:5](/[CH:7]=[CH:8]/[CH:9]([OH:16])[CH:10]([CH3:15])[CH2:11][C:12]#[C:13][CH3:14])[N:4]([CH2:17][CH2:18][CH2:19][CH2:20][CH2:21][CH2:22][C:23]([O:25][CH3:26])=[O:24])[C:3]1=[O:27], predict the reactants needed to synthesize it. (9) The reactants are: Br[C:2]1[CH:7]=[CH:6][C:5]([C:8]2[N:9]=[CH:10][S:11][CH:12]=2)=[C:4]([CH2:13][CH3:14])[CH:3]=1.C([Sn](CCCC)(CCCC)[C:20]([O:22]CC)=[CH2:21])CCC.[Cl-].[Li+]. Given the product [CH2:13]([C:4]1[CH:3]=[C:2]([C:20](=[O:22])[CH3:21])[CH:7]=[CH:6][C:5]=1[C:8]1[N:9]=[CH:10][S:11][CH:12]=1)[CH3:14], predict the reactants needed to synthesize it.